This data is from Aqueous solubility values for 9,982 compounds from the AqSolDB database. The task is: Regression/Classification. Given a drug SMILES string, predict its absorption, distribution, metabolism, or excretion properties. Task type varies by dataset: regression for continuous measurements (e.g., permeability, clearance, half-life) or binary classification for categorical outcomes (e.g., BBB penetration, CYP inhibition). For this dataset (solubility_aqsoldb), we predict Y. (1) The molecule is CCSc1nc(NC(C)C)nc(NC(C)C)n1. The Y is -4.20 log mol/L. (2) The compound is CC1(O)CCC(C(C)(C)O)CC1. The Y is -1.63 log mol/L. (3) The drug is CCCCC(=O)Oc1ccc([N+](=O)[O-])cc1. The Y is -4.39 log mol/L. (4) The compound is O=C([O-])[C@H](O)[C@@H](O)C(=O)O.[K+]. The Y is 0.474 log mol/L. (5) The drug is CCOP(=O)(C#N)N(C)C. The Y is -0.219 log mol/L. (6) The Y is -4.45 log mol/L. The compound is CCCC(C)C(=O)Nc1ccc(C)c(Cl)c1. (7) The molecule is CNc1nc(NC(C)C)nc(SC)n1. The Y is -2.57 log mol/L.